This data is from Reaction yield outcomes from USPTO patents with 853,638 reactions. The task is: Predict the reaction yield, written as a fraction of the theoretical maximum amount of product (1.0 means a 100% yield; for example, 0.34 means a 34% yield). (1) The reactants are [CH3:1][Si:2]([CH3:19])([CH3:18])[CH2:3][CH2:4][O:5][CH2:6][N:7]1[C:11]([CH2:12][CH2:13][C:14]([O:16]C)=[O:15])=[N:10][N:9]=[N:8]1.[Li+].[OH-]. The catalyst is C1COCC1.O. The product is [CH3:19][Si:2]([CH3:1])([CH3:18])[CH2:3][CH2:4][O:5][CH2:6][N:7]1[C:11]([CH2:12][CH2:13][C:14]([OH:16])=[O:15])=[N:10][N:9]=[N:8]1. The yield is 0.870. (2) The reactants are [OH:1][C:2]1[CH:9]=[C:8]([CH3:10])[C:5]([CH:6]=[O:7])=[C:4]([CH3:11])[CH:3]=1.[C:12](OC(=O)C)(=[O:14])[CH3:13]. The catalyst is C(Cl)Cl.N1C=CC=CC=1. The product is [C:12]([O:1][C:2]1[CH:3]=[C:4]([CH3:11])[C:5]([CH:6]=[O:7])=[C:8]([CH3:10])[CH:9]=1)(=[O:14])[CH3:13]. The yield is 1.00. (3) The reactants are C(OC(=O)C)(=O)C.[CH3:8][O:9][C:10]1[CH:18]=[CH:17][CH:16]=[C:12]([C:13]([OH:15])=O)[C:11]=1[C:19]([OH:21])=[O:20]. The catalyst is O1CCCC1. The product is [CH3:8][O:9][C:10]1[CH:18]=[CH:17][CH:16]=[C:12]2[C:13]([O:21][C:19](=[O:20])[C:11]=12)=[O:15]. The yield is 0.990. (4) The reactants are Br[CH2:2][C:3]1[C:12]2[C:7](=[CH:8][CH:9]=[CH:10][CH:11]=2)[C:6]([C:13]([NH:15][C:16]2[C:17]([C:22]([NH:24][CH2:25][CH:26]3[CH2:31][CH2:30][O:29][CH2:28][CH2:27]3)=[O:23])=[N:18][CH:19]=[CH:20][CH:21]=2)=[O:14])=[CH:5][CH:4]=1.[H-].[Na+].[OH2:34]. The catalyst is C(#N)C.C(Cl)Cl. The product is [CH3:20][C:21]1[O:34][N:18]=[C:17]([CH2:22][O:23][CH2:2][C:3]2[C:12]3[C:7](=[CH:8][CH:9]=[CH:10][CH:11]=3)[C:6]([C:13]([NH:15][C:16]3[C:17]([C:22]([NH:24][CH2:25][CH:26]4[CH2:31][CH2:30][O:29][CH2:28][CH2:27]4)=[O:23])=[N:18][CH:19]=[CH:20][CH:21]=3)=[O:14])=[CH:5][CH:4]=2)[CH:16]=1. The yield is 0.0610. (5) The reactants are FC(F)(F)C1C=C(NC(=O)NC2C=CC(C3SC(CCC(OC)=O)=NC=3)=CC=2)C=CC=1.[NH2:32][C:33]1[CH:38]=[CH:37][C:36]([C:39]2[O:43][C:42]([CH:44]3[CH2:49][CH2:48][CH:47]([C:50]([O:52][CH3:53])=[O:51])[CH2:46][CH2:45]3)=[N:41][CH:40]=2)=[CH:35][CH:34]=1.[Cl:54][C:55]1[CH:60]=[CH:59][CH:58]=[CH:57][C:56]=1[N:61]=[C:62]=[O:63]. No catalyst specified. The product is [Cl:54][C:55]1[CH:60]=[CH:59][CH:58]=[CH:57][C:56]=1[NH:61][C:62](=[O:63])[NH:32][C:33]1[CH:34]=[CH:35][C:36]([C:39]2[O:43][C:42]([CH:44]3[CH2:45][CH2:46][CH:47]([C:50]([O:52][CH3:53])=[O:51])[CH2:48][CH2:49]3)=[N:41][CH:40]=2)=[CH:37][CH:38]=1. The yield is 0.570. (6) The reactants are [OH:1][C:2]([CH3:8])([CH3:7])[CH2:3][C:4]([OH:6])=[O:5].O1[B:14]([C@@H:15]([NH:20][C:21](=[O:34])[CH2:22][NH:23][C:24](=[O:33])[C:25]2[CH:30]=[C:29]([Cl:31])[CH:28]=[CH:27][C:26]=2[Cl:32])[CH2:16][CH:17]([CH3:19])[CH3:18])O[B:14]([C@@H:15]([NH:20][C:21](=[O:34])[CH2:22][NH:23][C:24](=[O:33])[C:25]2[CH:30]=[C:29]([Cl:31])[CH:28]=[CH:27][C:26]=2[Cl:32])[CH2:16][CH:17]([CH3:19])[CH3:18])O[B:14]1[C@@H:15]([NH:20][C:21](=[O:34])[CH2:22][NH:23][C:24](=[O:33])[C:25]1[CH:30]=[C:29]([Cl:31])[CH:28]=[CH:27][C:26]=1[Cl:32])[CH2:16][CH:17]([CH3:19])[CH3:18]. The catalyst is CCOC(C)=O. The product is [Cl:32][C:26]1[CH:27]=[CH:28][C:29]([Cl:31])=[CH:30][C:25]=1[C:24]([NH:23][CH2:22][C:21]([NH:20][C@H:15]([B:14]1[O:1][C:2]([CH3:8])([CH3:7])[CH2:3][C:4](=[O:6])[O:5]1)[CH2:16][CH:17]([CH3:19])[CH3:18])=[O:34])=[O:33]. The yield is 0.950.